From a dataset of Forward reaction prediction with 1.9M reactions from USPTO patents (1976-2016). Predict the product of the given reaction. (1) Given the reactants [CH:1]1([C:4]([NH:6][C:7]2[N:8]=[C:9]3[CH:14]=[CH:13][C:12]([O:15][C:16]4[CH:21]=[CH:20][C:19]([NH:22][C:23]([C:25]5([C:28]([NH:30][C:31]6[CH:36]=[CH:35][CH:34]=[CH:33][CH:32]=6)=[O:29])[CH2:27][CH2:26]5)=[O:24])=[CH:18][C:17]=4[F:37])=[CH:11][N:10]3[CH:38]=2)=[O:5])[CH2:3][CH2:2]1.[ClH:39], predict the reaction product. The product is: [ClH:39].[CH:1]1([C:4]([NH:6][C:7]2[N:8]=[C:9]3[CH:14]=[CH:13][C:12]([O:15][C:16]4[CH:21]=[CH:20][C:19]([NH:22][C:23]([C:25]5([C:28]([NH:30][C:31]6[CH:32]=[CH:33][CH:34]=[CH:35][CH:36]=6)=[O:29])[CH2:26][CH2:27]5)=[O:24])=[CH:18][C:17]=4[F:37])=[CH:11][N:10]3[CH:38]=2)=[O:5])[CH2:3][CH2:2]1. (2) The product is: [C:18]([O:17][C:15]([NH:14][C@H:5]([CH2:6][C:7]1[CH:12]=[CH:11][CH:10]=[C:9]([F:13])[CH:8]=1)[C@H:4]([OH:22])[C:3]([OH:27])=[O:2])=[O:16])([CH3:21])([CH3:19])[CH3:20]. Given the reactants C[O:2][C:3](=[O:27])[C@@H:4]([O:22]C(=O)CCl)[C@H:5]([NH:14][C:15]([O:17][C:18]([CH3:21])([CH3:20])[CH3:19])=[O:16])[CH2:6][C:7]1[CH:12]=[CH:11][CH:10]=[C:9]([F:13])[CH:8]=1.[OH-].[Na+].CO, predict the reaction product. (3) The product is: [C:10]1([CH3:14])[CH:11]=[CH:12][CH:13]=[C:8]([S:5]([N:4]2[CH2:1][CH:2]=[CH:3][C:16]3[N:17]=[CH:18][C:19]([C:20]([O:22][CH3:23])=[O:21])=[CH:24][C:15]2=3)(=[O:7])=[O:6])[CH:9]=1. Given the reactants [CH2:1]([N:4]([C:15]1[C:16](C=C)=[N:17][CH:18]=[C:19]([CH:24]=1)[C:20]([O:22][CH3:23])=[O:21])[S:5]([C:8]1[CH:13]=[CH:12][CH:11]=[C:10]([CH3:14])[CH:9]=1)(=[O:7])=[O:6])[CH:2]=[CH2:3], predict the reaction product.